Predict the reaction yield, written as a fraction of the theoretical maximum amount of product (1.0 means a 100% yield; for example, 0.34 means a 34% yield). From a dataset of Reaction yield outcomes from USPTO patents with 853,638 reactions. (1) The reactants are [Si]([O:18][CH2:19][C:20]1[CH:25]=[CH:24][CH:23]=[CH:22][C:21]=1[CH:26]([S:33]([C:36]1[CH:41]=[CH:40][C:39]([Cl:42])=[CH:38][CH:37]=1)(=[O:35])=[O:34])[CH2:27][CH2:28][CH2:29][CH2:30][CH2:31][OH:32])(C(C)(C)C)(C1C=CC=CC=1)C1C=CC=CC=1.[F-].C([N+](CCCC)(CCCC)CCCC)CCC.O.CO. The catalyst is O1CCCC1. The product is [Cl:42][C:39]1[CH:40]=[CH:41][C:36]([S:33]([CH:26]([C:21]2[CH:22]=[CH:23][CH:24]=[CH:25][C:20]=2[CH2:19][OH:18])[CH2:27][CH2:28][CH2:29][CH2:30][CH2:31][OH:32])(=[O:35])=[O:34])=[CH:37][CH:38]=1. The yield is 0.700. (2) The reactants are [CH3:1][S:2]([CH2:5][CH2:6][CH2:7][O:8][C:9]1[CH:14]=[CH:13][C:12]([C:15]2[CH:20]=[CH:19][CH:18]=[C:17]([CH2:21][O:22][C:23]3[CH:28]=[CH:27][C:26]([C:29]4([CH2:33][C:34]([O:36]CC)=[O:35])[CH2:32][O:31][CH2:30]4)=[CH:25][CH:24]=3)[CH:16]=2)=[CH:11][C:10]=1[C:39]([F:42])([F:41])[F:40])(=[O:4])=[O:3]. The catalyst is C1COCC1.CO.O.[OH-].[Li+]. The product is [CH3:1][S:2]([CH2:5][CH2:6][CH2:7][O:8][C:9]1[CH:14]=[CH:13][C:12]([C:15]2[CH:20]=[CH:19][CH:18]=[C:17]([CH2:21][O:22][C:23]3[CH:28]=[CH:27][C:26]([C:29]4([CH2:33][C:34]([OH:36])=[O:35])[CH2:30][O:31][CH2:32]4)=[CH:25][CH:24]=3)[CH:16]=2)=[CH:11][C:10]=1[C:39]([F:40])([F:42])[F:41])(=[O:4])=[O:3]. The yield is 0.670. (3) The reactants are [F:1][C:2]1[CH:7]=[CH:6][CH:5]=[CH:4][C:3]=1[C:8]1[C:13]([N+:14]([O-])=O)=[CH:12][CH:11]=[C:10]([N:17]2[CH2:22][CH2:21][N:20]([CH3:23])[CH2:19][CH2:18]2)[CH:9]=1.[C:24]([C:26]1[O:30][C:29]([C:31](O)=[O:32])=[CH:28][CH:27]=1)#[N:25].C(Cl)(=O)C(Cl)=O.CCN(C(C)C)C(C)C. The catalyst is [Pd].CO.ClCCl.CN(C=O)C. The product is [F:1][C:2]1[CH:7]=[CH:6][CH:5]=[CH:4][C:3]=1[C:8]1[CH:9]=[C:10]([N:17]2[CH2:22][CH2:21][N:20]([CH3:23])[CH2:19][CH2:18]2)[CH:11]=[CH:12][C:13]=1[NH:14][C:31]([C:29]1[O:30][C:26]([C:24]#[N:25])=[CH:27][CH:28]=1)=[O:32]. The yield is 0.770. (4) The reactants are [CH2:1]([N:3]1[CH2:8][CH2:7][NH:6][CH2:5][CH2:4]1)[CH3:2].[CH:9]([CH:11]1[CH2:16][CH2:15][N:14]([C:17]([OH:19])=[O:18])[CH2:13][CH2:12]1)=O. No catalyst specified. The product is [CH2:1]([N:3]1[CH2:8][CH2:7][N:6]([CH2:9][CH:11]2[CH2:16][CH2:15][N:14]([C:17]([O:19][C:11]([CH3:16])([CH3:12])[CH3:9])=[O:18])[CH2:13][CH2:12]2)[CH2:5][CH2:4]1)[CH3:2]. The yield is 0.780. (5) The reactants are [C:1]([O:5][C:6]([N:8]1[C:17]2[C:12](=[CH:13][C:14]([C:18]3[S:19][C:20]([CH:23]=O)=[CH:21][CH:22]=3)=[CH:15][CH:16]=2)[C:11]([CH3:25])=[CH:10][C:9]1([CH3:27])[CH3:26])=[O:7])([CH3:4])([CH3:3])[CH3:2].[NH2:28]OS(O)(=O)=O. The catalyst is C(#N)C.O. The product is [C:1]([O:5][C:6]([N:8]1[C:17]2[C:12](=[CH:13][C:14]([C:18]3[S:19][C:20]([C:23]#[N:28])=[CH:21][CH:22]=3)=[CH:15][CH:16]=2)[C:11]([CH3:25])=[CH:10][C:9]1([CH3:27])[CH3:26])=[O:7])([CH3:4])([CH3:3])[CH3:2]. The yield is 0.400. (6) The product is [CH3:9][S:10]([C:2]1[N:7]=[CH:6][C:5]([OH:8])=[CH:4][CH:3]=1)(=[O:12])=[O:11]. The catalyst is CS(C)=O.[Cu]I.O. The yield is 0.448. The reactants are Cl[C:2]1[N:7]=[CH:6][C:5]([OH:8])=[CH:4][CH:3]=1.[CH3:9][S:10]([O:12][Na])=[O:11].N1CCC[C@H]1C(O)=O.C([O-])([O-])=O.[K+].[K+]. (7) The reactants are [OH-].[Na+].C[O:4][C:5](=[O:41])[CH2:6][C:7]1[CH:12]=[CH:11][C:10]([C:13]2[CH:18]=[CH:17][C:16]([C:19]([CH2:37][CH3:38])([C:22]3[CH:27]=[CH:26][C:25]([C:28]#[C:29][C:30]4([OH:35])[CH2:34][CH2:33][CH2:32][CH2:31]4)=[C:24]([CH3:36])[CH:23]=3)[CH2:20][CH3:21])=[CH:15][C:14]=2[CH3:39])=[CH:9][C:8]=1[F:40].[Cl-].[NH4+]. The catalyst is CO. The product is [CH2:20]([C:19]([C:16]1[CH:17]=[CH:18][C:13]([C:10]2[CH:11]=[CH:12][C:7]([CH2:6][C:5]([OH:41])=[O:4])=[C:8]([F:40])[CH:9]=2)=[C:14]([CH3:39])[CH:15]=1)([C:22]1[CH:27]=[CH:26][C:25]([C:28]#[C:29][C:30]2([OH:35])[CH2:34][CH2:33][CH2:32][CH2:31]2)=[C:24]([CH3:36])[CH:23]=1)[CH2:37][CH3:38])[CH3:21]. The yield is 0.980.